From a dataset of Reaction yield outcomes from USPTO patents with 853,638 reactions. Predict the reaction yield, written as a fraction of the theoretical maximum amount of product (1.0 means a 100% yield; for example, 0.34 means a 34% yield). (1) The reactants are [NH:1]1[CH2:6][CH2:5][CH:4]([CH2:7][O:8][C:9]2[CH:18]=[CH:17][CH:16]=[C:15]3[C:10]=2[C:11]([NH2:20])=[N:12][C:13]([NH2:19])=[N:14]3)[CH2:3][CH2:2]1.[C:21]1([C:31](Cl)=[O:32])[C:30]2[C:25](=[CH:26][CH:27]=[CH:28][CH:29]=2)[CH:24]=[CH:23][CH:22]=1. No catalyst specified. The product is [NH2:19][C:13]1[N:12]=[C:11]([NH2:20])[C:10]2[C:15](=[CH:16][CH:17]=[CH:18][C:9]=2[O:8][CH2:7][CH:4]2[CH2:5][CH2:6][N:1]([C:31]([C:21]3[C:30]4[C:25](=[CH:26][CH:27]=[CH:28][CH:29]=4)[CH:24]=[CH:23][CH:22]=3)=[O:32])[CH2:2][CH2:3]2)[N:14]=1. The yield is 0.960. (2) No catalyst specified. The reactants are C1C=CC(C2C=CC=CC=2)=CC=1.C1C=CC(OC2C=CC=CC=2)=CC=1.[Cl:26][C:27]1[CH:32]=[CH:31][C:30]([C:33]([F:36])([F:35])[F:34])=[CH:29][C:28]=1[NH:37][CH:38]=[C:39]([C:45](OCC)=[O:46])[C:40]([O:42][CH2:43][CH3:44])=[O:41]. The product is [Cl:26][C:27]1[CH:32]=[CH:31][C:30]([C:33]([F:34])([F:35])[F:36])=[C:29]2[C:28]=1[NH:37][CH:38]=[C:39]([C:40]([O:42][CH2:43][CH3:44])=[O:41])[C:45]2=[O:46]. The yield is 0.650. (3) The reactants are C[O:2][C:3](=O)[C:4]1[CH:9]=[C:8]([C:10]#[N:11])[CH:7]=[CH:6][C:5]=1[CH2:12][N:13]1[CH:18]([C:19]2[C:24]([CH3:25])=[CH:23][CH:22]=[CH:21][N:20]=2)[CH2:17][CH2:16][CH2:15][CH:14]1[C:26]1[C:31]([CH3:32])=[CH:30][CH:29]=[CH:28][N:27]=1.[Li+].[BH4-]. The catalyst is C1COCC1.CO.[OH-].[Na+]. The product is [CH3:25][C:24]1[C:19]([CH:18]2[CH2:17][CH2:16][CH2:15][CH:14]([C:26]3[C:31]([CH3:32])=[CH:30][CH:29]=[CH:28][N:27]=3)[N:13]2[CH2:12][C:5]2[CH:6]=[CH:7][C:8]([C:10]#[N:11])=[CH:9][C:4]=2[CH2:3][OH:2])=[N:20][CH:21]=[CH:22][CH:23]=1. The yield is 0.870. (4) The reactants are [O:1]=[C:2]1[CH2:6][CH2:5][C@H:4]([CH2:7][C@H:8]([C:12]2[CH:17]=[CH:16][CH:15]=[C:14]([C:18]([F:21])([F:20])[F:19])[CH:13]=2)[C:9]([OH:11])=O)[CH2:3]1.C(Cl)(=O)C(Cl)=O.[NH2:28][C:29]1[CH:33]=[CH:32][N:31]([CH2:34][CH2:35][CH2:36][OH:37])[N:30]=1.N1C(C)=CC=CC=1C. The catalyst is C(Cl)Cl.CN(C)C=O. The product is [OH:37][CH2:36][CH2:35][CH2:34][N:31]1[CH:32]=[CH:33][C:29]([NH:28][C:9](=[O:11])[C@@H:8]([C:12]2[CH:17]=[CH:16][CH:15]=[C:14]([C:18]([F:21])([F:20])[F:19])[CH:13]=2)[CH2:7][C@H:4]2[CH2:5][CH2:6][C:2](=[O:1])[CH2:3]2)=[N:30]1. The yield is 0.500. (5) The reactants are [NH2:1][C:2]1[CH:7]=[C:6]([NH:8][CH2:9][CH:10]2[CH2:15][CH2:14][N:13]([C:16]([O:18][C:19]([CH3:22])([CH3:21])[CH3:20])=[O:17])[CH2:12][CH2:11]2)[C:5]([Cl:23])=[CH:4][N:3]=1.Br[C:25]1[N:26]=[CH:27][C:28]([C:31]#[N:32])=[N:29][CH:30]=1.C1(P(C2C=CC=CC=2)C2C=CC3C(=CC=CC=3)C=2C2C3C(=CC=CC=3)C=CC=2P(C2C=CC=CC=2)C2C=CC=CC=2)C=CC=CC=1.CC(C)([O-])C.[Na+]. The catalyst is O1CCOCC1. The product is [Cl:23][C:5]1[C:6]([NH:8][CH2:9][CH:10]2[CH2:11][CH2:12][N:13]([C:16]([O:18][C:19]([CH3:20])([CH3:22])[CH3:21])=[O:17])[CH2:14][CH2:15]2)=[CH:7][C:2]([NH:1][C:25]2[CH:30]=[N:29][C:28]([C:31]#[N:32])=[CH:27][N:26]=2)=[N:3][CH:4]=1. The yield is 0.600. (6) The reactants are N12CCCN=C1CCCCC2.Cl.[NH2:13][CH2:14][C:15]1[CH:23]=[CH:22][CH:21]=[C:20]2[C:16]=1[C:17](=[O:33])[N:18]([CH:25]1[CH2:30][CH2:29][C:28](=[O:31])[NH:27][C:26]1=[O:32])[C:19]2=[O:24].[CH2:34]([O:36][C:37](=[O:46])[CH2:38][CH2:39][CH2:40][CH2:41][CH2:42][C:43](Cl)=[O:44])[CH3:35]. The catalyst is CC#N. The product is [O:32]=[C:26]1[CH:25]([N:18]2[C:17](=[O:33])[C:16]3[C:20](=[CH:21][CH:22]=[CH:23][C:15]=3[CH2:14][NH:13][C:43]([CH2:42][CH2:41][CH2:40][CH2:39][CH2:38][C:37]([O:36][CH2:34][CH3:35])=[O:46])=[O:44])[C:19]2=[O:24])[CH2:30][CH2:29][C:28](=[O:31])[NH:27]1. The yield is 0.500. (7) The reactants are [C:1]([O:4][CH2:5][CH:6](Br)[C:7]([O:9][CH3:10])=[O:8])(=[O:3])[CH3:2].[I-:12].[Na+].O. The catalyst is CC(C)=O. The product is [C:1]([O:4][CH2:5][CH:6]([I:12])[C:7]([O:9][CH3:10])=[O:8])(=[O:3])[CH3:2]. The yield is 0.860. (8) The reactants are C(OC([N:8]1[CH2:12][CH2:11][CH:10]([O:13][CH2:14][C:15]2[CH:20]=[CH:19][C:18]([Cl:21])=[CH:17][CH:16]=2)[CH2:9]1)=O)(C)(C)C. The catalyst is C(O)=O. The product is [Cl:21][C:18]1[CH:19]=[CH:20][C:15]([CH2:14][O:13][CH:10]2[CH2:11][CH2:12][NH:8][CH2:9]2)=[CH:16][CH:17]=1. The yield is 0.700. (9) The reactants are [C:1]1([C:7]2[CH:8]=[C:9]3[C:14](=[CH:15][CH:16]=2)[CH:13]=[C:12](B(O)O)[CH:11]=[CH:10]3)[CH:6]=[CH:5][CH:4]=[CH:3][CH:2]=1.[Br:20][C:21]1[CH:26]=[CH:25][C:24](I)=[CH:23][CH:22]=1.C1(C)C=CC=CC=1.C(=O)([O-])[O-].[Na+].[Na+]. The catalyst is [Pd].C1(P(C2C=CC=CC=2)C2C=CC=CC=2)C=CC=CC=1.C1(P(C2C=CC=CC=2)C2C=CC=CC=2)C=CC=CC=1.C1(P(C2C=CC=CC=2)C2C=CC=CC=2)C=CC=CC=1.C1(P(C2C=CC=CC=2)C2C=CC=CC=2)C=CC=CC=1.C(COC)OC. The product is [Br:20][C:21]1[CH:26]=[CH:25][C:24]([C:12]2[CH:11]=[CH:10][C:9]3[C:14](=[CH:15][CH:16]=[C:7]([C:1]4[CH:6]=[CH:5][CH:4]=[CH:3][CH:2]=4)[CH:8]=3)[CH:13]=2)=[CH:23][CH:22]=1. The yield is 0.480.